From a dataset of Reaction yield outcomes from USPTO patents with 853,638 reactions. Predict the reaction yield, written as a fraction of the theoretical maximum amount of product (1.0 means a 100% yield; for example, 0.34 means a 34% yield). (1) The reactants are [NH2:1][C:2]1[CH:3]=[C:4]([CH:9]2[CH2:14][CH2:13][N:12]([C:15]([O:17]C(C)(C)C)=O)[CH2:11][CH2:10]2)[CH:5]=[N:6][C:7]=1[NH2:8].[CH2:22]([O:29][C:30]1[CH:38]=[CH:37][C:33]([C:34](O)=O)=[CH:32][CH:31]=1)[C:23]1[CH:28]=[CH:27][CH:26]=[CH:25][CH:24]=1.[CH3:39]CN(C(C)C)C(C)C.CN(C(ON1N=NC2C=CC=NC1=2)=[N+](C)C)C.F[P-](F)(F)(F)(F)F. The catalyst is CCOCC.O.CC#N. The product is [CH2:22]([O:29][C:30]1[CH:38]=[CH:37][C:33]([C:34]2[NH:8][C:7]3=[N:6][CH:5]=[C:4]([CH:9]4[CH2:10][CH2:11][N:12]([C:15](=[O:17])[CH3:39])[CH2:13][CH2:14]4)[CH:3]=[C:2]3[N:1]=2)=[CH:32][CH:31]=1)[C:23]1[CH:28]=[CH:27][CH:26]=[CH:25][CH:24]=1. The yield is 0.200. (2) The reactants are [CH2:1]([SH:8])[C:2]1[CH:7]=[CH:6][CH:5]=[CH:4][CH:3]=1.[H-].[Na+].Cl[C:12]1[CH:17]=[CH:16][CH:15]=[C:14]([C:18]#[N:19])[N:13]=1.C(OCC)(=O)C. The catalyst is C1COCC1.[Cl-].[Na+].O. The product is [CH2:1]([S:8][C:12]1[CH:17]=[CH:16][CH:15]=[C:14]([C:18]#[N:19])[N:13]=1)[C:2]1[CH:7]=[CH:6][CH:5]=[CH:4][CH:3]=1. The yield is 1.00. (3) The reactants are [N+:1]([C:4]1[CH:21]=[CH:20][C:7]([O:8][C:9]2[CH:10]=[C:11]3[C:15](=[CH:16][CH:17]=2)[C:14](=[O:18])[NH:13][C:12]3=[O:19])=[CH:6][CH:5]=1)([O-])=O. The catalyst is CC(O)=O.O.[Fe]. The product is [NH2:1][C:4]1[CH:21]=[CH:20][C:7]([O:8][C:9]2[CH:10]=[C:11]3[C:15](=[CH:16][CH:17]=2)[C:14](=[O:18])[NH:13][C:12]3=[O:19])=[CH:6][CH:5]=1. The yield is 0.750. (4) The reactants are [F:1][C:2]1[CH:7]=[C:6]([F:8])[CH:5]=[CH:4][C:3]=1[CH2:9][C:10]([OH:12])=O.[CH3:13][C:14]1(C)[O:21][C:19](=O)[CH2:18][C:16](=O)[O:15]1.C1CCC(N=C=NC2CCCCC2)CC1.C(O)C=C. The catalyst is CN(C1C=CN=CC=1)C.C(Cl)Cl. The product is [F:1][C:2]1[CH:7]=[C:6]([F:8])[CH:5]=[CH:4][C:3]=1[CH2:9][C:10](=[O:12])[CH2:13][C:14]([O:15][CH2:16][CH:18]=[CH2:19])=[O:21]. The yield is 0.950. (5) The reactants are [NH2:1][C:2]1[CH:7]=[CH:6][N:5]([CH:8]([CH2:19][O:20][C:21]([C:34]2[CH:39]=[CH:38][CH:37]=[CH:36][CH:35]=2)([C:28]2[CH:33]=[CH:32][CH:31]=[CH:30][CH:29]=2)[C:22]2[CH:27]=[CH:26][CH:25]=[CH:24][CH:23]=2)[CH2:9][CH2:10][O:11][Si:12]([C:15]([CH3:18])([CH3:17])[CH3:16])([CH3:14])[CH3:13])[C:4](=[O:40])[N:3]=1.[C:41](Cl)(=[O:48])[C:42]1[CH:47]=[CH:46][CH:45]=[CH:44][CH:43]=1. The catalyst is N1C=CC=CC=1. The product is [Si:12]([O:11][CH2:10][CH2:9][CH:8]([N:5]1[CH:6]=[CH:7][C:2]([NH:1][C:41](=[O:48])[C:42]2[CH:47]=[CH:46][CH:45]=[CH:44][CH:43]=2)=[N:3][C:4]1=[O:40])[CH2:19][O:20][C:21]([C:34]1[CH:39]=[CH:38][CH:37]=[CH:36][CH:35]=1)([C:28]1[CH:29]=[CH:30][CH:31]=[CH:32][CH:33]=1)[C:22]1[CH:23]=[CH:24][CH:25]=[CH:26][CH:27]=1)([C:15]([CH3:16])([CH3:18])[CH3:17])([CH3:13])[CH3:14]. The yield is 0.790. (6) The reactants are [CH3:1][C:2]1([CH3:10])[O:6][C@H:5]([CH2:7][CH2:8][OH:9])[CH2:4][O:3]1.O[N:12]1C(=O)C2C(=CC=CC=2)C1=O.C1(P(C2C=CC=CC=2)C2C=CC=CC=2)C=CC=CC=1.CC(OC(/N=N/C(OC(C)C)=O)=O)C.O.NN. The catalyst is C(Cl)Cl. The product is [CH3:1][C:2]1([CH3:10])[O:6][C@H:5]([CH2:7][CH2:8][O:9][NH2:12])[CH2:4][O:3]1. The yield is 0.430.